Dataset: Catalyst prediction with 721,799 reactions and 888 catalyst types from USPTO. Task: Predict which catalyst facilitates the given reaction. Reactant: [Br:1][C:2]1[CH:3]=[C:4]2[C:9](=[CH:10][CH:11]=1)[C:8](=[O:12])[NH:7][CH:6]=[C:5]2[S:13]([N:16]1[CH2:21][CH2:20][N:19]([C:22]([O:24][C:25]([CH3:28])([CH3:27])[CH3:26])=[O:23])[CH2:18][CH2:17]1)(=[O:15])=[O:14].Br[CH2:30][CH:31]1[CH2:33][CH2:32]1.C(=O)([O-])[O-].[K+].[K+]. Product: [C:22]([O:24][CH2:25][CH3:28])(=[O:23])[CH3:30].[CH3:11][CH2:2][CH2:3][CH:4]([CH3:9])[CH3:5].[Br:1][C:2]1[CH:3]=[C:4]2[C:9](=[CH:10][CH:11]=1)[C:8](=[O:12])[N:7]([CH2:30][CH:31]1[CH2:33][CH2:32]1)[CH:6]=[C:5]2[S:13]([N:16]1[CH2:21][CH2:20][N:19]([C:22]([O:24][C:25]([CH3:28])([CH3:27])[CH3:26])=[O:23])[CH2:18][CH2:17]1)(=[O:14])=[O:15]. The catalyst class is: 60.